This data is from Forward reaction prediction with 1.9M reactions from USPTO patents (1976-2016). The task is: Predict the product of the given reaction. (1) Given the reactants [CH3:1][CH:2]([C:5]1[CH:10]=[CH:9][C:8]([S:11](=[O:15])(=[O:14])[NH:12][CH3:13])=[CH:7][CH:6]=1)[CH:3]=O.[Cl:16][C:17]1[CH:18]=[C:19]([C:24]2[NH:25][CH:26]=[C:27]([C:35]3[CH2:36][CH2:37][NH:38][CH2:39][CH:40]=3)[C:28]=2[C:29]2[CH:34]=[CH:33][N:32]=[CH:31][CH:30]=2)[CH:20]=[CH:21][C:22]=1[F:23].[ClH:41], predict the reaction product. The product is: [Cl:16][C:17]1[CH:18]=[C:19]([C:24]2[NH:25][CH:26]=[C:27]([C:35]3[CH2:36][CH2:37][N:38]([CH2:3][CH:2]([CH3:1])[C:5]4[CH:10]=[CH:9][C:8]([S:11](=[O:15])(=[O:14])[NH:12][CH3:13])=[CH:7][CH:6]=4)[CH2:39][CH:40]=3)[C:28]=2[C:29]2[CH:30]=[CH:31][N:32]=[CH:33][CH:34]=2)[CH:20]=[CH:21][C:22]=1[F:23].[ClH:41].[Cl:16][C:17]1[CH:18]=[C:19]([C:24]2[NH:25][CH:26]=[C:27]([C:35]3[CH2:36][CH2:37][N:38]([CH2:3][CH:2]([CH3:1])[C:5]4[CH:10]=[CH:9][C:8]([S:11](=[O:15])(=[O:14])[NH:12][CH3:13])=[CH:7][CH:6]=4)[CH2:39][CH:40]=3)[C:28]=2[C:29]2[CH:30]=[CH:31][N:32]=[CH:33][CH:34]=2)[CH:20]=[CH:21][C:22]=1[F:23]. (2) Given the reactants [F:1][C:2]1[CH:17]=[CH:16][C:5]([CH2:6][O:7][CH2:8][CH2:9][CH2:10][CH2:11][CH2:12][C:13]([OH:15])=O)=[CH:4][C:3]=1[CH3:18].C(N(CC)CC)C.C(Cl)(=O)C(C)(C)C.[Li+].[Cl-].[CH2:35]([C@@H:42]1[CH2:46][O:45][C:44](=[O:47])[NH:43]1)[C:36]1[CH:41]=[CH:40][CH:39]=[CH:38][CH:37]=1, predict the reaction product. The product is: [F:1][C:2]1[CH:17]=[CH:16][C:5]([CH2:6][O:7][CH2:8][CH2:9][CH2:10][CH2:11][CH2:12][C:13]([N:43]2[C@H:42]([CH2:35][C:36]3[CH:41]=[CH:40][CH:39]=[CH:38][CH:37]=3)[CH2:46][O:45][C:44]2=[O:47])=[O:15])=[CH:4][C:3]=1[CH3:18].